Dataset: Full USPTO retrosynthesis dataset with 1.9M reactions from patents (1976-2016). Task: Predict the reactants needed to synthesize the given product. (1) Given the product [CH3:27][C:17]1[CH:22]=[CH:21][C:20]([S:23]([O:12][CH2:11][CH:8]2[CH2:7][C:6]3[CH:5]=[C:4]([C:13]([F:16])([F:14])[F:15])[CH:3]=[C:2]([Br:1])[C:10]=3[O:9]2)(=[O:25])=[O:24])=[CH:19][CH:18]=1, predict the reactants needed to synthesize it. The reactants are: [Br:1][C:2]1[C:10]2[O:9][CH:8]([CH2:11][OH:12])[CH2:7][C:6]=2[CH:5]=[C:4]([C:13]([F:16])([F:15])[F:14])[CH:3]=1.[C:17]1([CH3:27])[CH:22]=[CH:21][C:20]([S:23](Cl)(=[O:25])=[O:24])=[CH:19][CH:18]=1.CC1C=CC(S(OCC2CC3C(C(F)(F)F)=CC=C(Cl)C=3O2)(=O)=O)=CC=1. (2) Given the product [N:7]1[C:8]2[C:3](=[CH:2][CH:11]=[CH:10][CH:9]=2)[CH:4]=[CH:5][CH:6]=1, predict the reactants needed to synthesize it. The reactants are: C[C:2]1[C:11](C)=[C:10](/C=C/C)[C:9](C)=[C:8]2[C:3]=1[CH:4]=[CH:5][CH:6]=[N:7]2.C1N2CN3CN(C2)CN1C3.